Dataset: Full USPTO retrosynthesis dataset with 1.9M reactions from patents (1976-2016). Task: Predict the reactants needed to synthesize the given product. (1) Given the product [C:1]([O:5][C:6]([N:8]1[CH2:13][CH2:12][N:11]([C:14]2[C:19]([CH3:20])=[CH:18][C:17]([C:23]#[N:24])=[CH:16][N:15]=2)[CH2:10][C@H:9]1[CH3:22])=[O:7])([CH3:4])([CH3:3])[CH3:2], predict the reactants needed to synthesize it. The reactants are: [C:1]([O:5][C:6]([N:8]1[CH2:13][CH2:12][N:11]([C:14]2[C:19]([CH3:20])=[CH:18][C:17](Br)=[CH:16][N:15]=2)[CH2:10][C@H:9]1[CH3:22])=[O:7])([CH3:4])([CH3:3])[CH3:2].[CH3:23][N:24](C=O)C. (2) Given the product [C:30]([C@@H:33]1[CH2:37][CH2:36][CH2:35][NH:34]1)(=[O:32])[CH3:31].[C:38]([OH:49])(=[O:48])[C:39]1[CH:47]=[CH:46][CH:45]=[C:41]([C:42]([OH:44])=[O:43])[CH:40]=1, predict the reactants needed to synthesize it. The reactants are: C(N1CCC[C@H]1C#N)(OC(C)(C)C)=O.FC(F)(F)C(O)=O.N1CCC[C@H]1C(N)=O.[C:30]([C@@H:33]1[CH2:37][CH2:36][CH2:35][NH:34]1)(=[O:32])[CH3:31].[C:38]([OH:49])(=[O:48])[C:39]1[CH:47]=[CH:46][CH:45]=[C:41]([C:42]([OH:44])=[O:43])[CH:40]=1.FC(F)(F)C(O)=O.C([C@@H]1CCCN1)#N. (3) Given the product [NH:22]1[C:23]2[C:28](=[CH:27][CH:26]=[CH:25][CH:24]=2)[C:20]2([CH2:19][CH2:18]2)[C:21]1=[O:29], predict the reactants needed to synthesize it. The reactants are: ClCCCN1CCCCC1.ClC1C=CC([C@@H:18]2[C@:20]3([C:28]4[C:23](=[CH:24][CH:25]=[CH:26][CH:27]=4)[NH:22][C:21]3=[O:29])[CH2:19]2)=CC=1. (4) Given the product [C:28]([N:22]([N:11]1[C:10](=[O:27])[C:9]2[C:14](=[CH:15][C:16]([C:17]([F:19])([F:20])[F:18])=[C:7]([N:3]3[CH:4]=[CH:5][N:6]=[C:2]3[CH3:1])[CH:8]=2)[NH:13][C:12]1=[O:21])[S:23]([CH3:26])(=[O:25])=[O:24])(=[O:32])[CH2:29][CH2:30][CH3:31], predict the reactants needed to synthesize it. The reactants are: [CH3:1][C:2]1[N:3]([C:7]2[CH:8]=[C:9]3[C:14](=[CH:15][C:16]=2[C:17]([F:20])([F:19])[F:18])[NH:13][C:12](=[O:21])[N:11]([NH:22][S:23]([CH3:26])(=[O:25])=[O:24])[C:10]3=[O:27])[CH:4]=[CH:5][N:6]=1.[C:28](Cl)(=[O:32])[CH2:29][CH2:30][CH3:31].